This data is from Full USPTO retrosynthesis dataset with 1.9M reactions from patents (1976-2016). The task is: Predict the reactants needed to synthesize the given product. (1) Given the product [C:1]([O:4][CH2:5][CH2:6][O:7][CH:8]([O:37][CH2:38][CH2:39][O:40][C:41](=[O:43])[CH3:42])[O:9][C@@H:10]1[C@H:14]([OH:15])[C@@H:13]([CH3:23])[O:12][C@H:11]1[N:26]1[CH:36]=[CH:35][C:30]([NH:31][C:32](=[O:34])[CH3:33])=[N:29][C:27]1=[O:28])(=[O:3])[CH3:2], predict the reactants needed to synthesize it. The reactants are: [C:1]([O:4][CH2:5][CH2:6][O:7][CH:8]([O:37][CH2:38][CH2:39][O:40][C:41](=[O:43])[CH3:42])[O:9][C@@H:10]1[C@H:14]([O:15][Si](C(C)(C)C)(C)C)[C@@H:13]([CH:23](I)O)[O:12][C@H:11]1[N:26]1[CH:36]=[CH:35][C:30]([NH:31][C:32](=[O:34])[CH3:33])=[N:29][C:27]1=[O:28])(=[O:3])[CH3:2].CCN(C(C)C)C(C)C.CCCC[N+](CCCC)(CCCC)CCCC.[F-]. (2) Given the product [Cl:1][C:2]1[CH:3]=[CH:4][C:5]([CH:27]=[O:28])=[C:6]2[C:10]=1[N:9]=[C:8]1[N:11]([C:15]3[C:16]([C:23]([F:25])([F:24])[F:26])=[N:17][C:18]([O:21][CH3:22])=[CH:19][CH:20]=3)[CH2:12][CH2:13][CH2:14][N:7]21, predict the reactants needed to synthesize it. The reactants are: [Cl:1][C:2]1[C:10]2[N:9]=[C:8]3[N:11]([C:15]4[C:16]([C:23]([F:26])([F:25])[F:24])=[N:17][C:18]([O:21][CH3:22])=[CH:19][CH:20]=4)[CH2:12][CH2:13][CH2:14][N:7]3[C:6]=2[C:5]([CH2:27][OH:28])=[CH:4][CH:3]=1.CC1(C)N([O])C(C)(C)CCC1.[N+]([O-])([O-])=O.[Na+].O.